From a dataset of Catalyst prediction with 721,799 reactions and 888 catalyst types from USPTO. Predict which catalyst facilitates the given reaction. (1) Reactant: [NH:1]1[CH:5]=[C:4]([C:6]2[N:11]3[N:12]=[C:13]([NH:15][C:16]4[CH:21]=[CH:20][C:19]([O:22][CH2:23][CH2:24][N:25]5[CH2:29][CH2:28][CH2:27][CH2:26]5)=[CH:18][CH:17]=4)[N:14]=[C:10]3[CH:9]=[CH:8][CH:7]=2)[CH:3]=[N:2]1.C(=O)([O-])[O-].[K+].[K+].Br[CH2:37][CH2:38][CH2:39][CH3:40]. Product: [CH2:37]([N:2]1[CH:3]=[C:4]([C:6]2[N:11]3[N:12]=[C:13]([NH:15][C:16]4[CH:17]=[CH:18][C:19]([O:22][CH2:23][CH2:24][N:25]5[CH2:29][CH2:28][CH2:27][CH2:26]5)=[CH:20][CH:21]=4)[N:14]=[C:10]3[CH:9]=[CH:8][CH:7]=2)[CH:5]=[N:1]1)[CH2:38][CH2:39][CH3:40]. The catalyst class is: 44. (2) Reactant: [Br:1][C:2]1[CH:3]=[N:4][CH:5]=[C:6]([O:8][CH3:9])[CH:7]=1.[O-:10][CH2:11][CH3:12].[Na+].C(O)C. Product: [Br:1][C:2]1[CH:7]=[C:6]([O:8][CH3:9])[C:5]([O:10][CH2:11][CH3:12])=[N:4][CH:3]=1. The catalyst class is: 6. (3) Reactant: Cl[C:2]1[CH:18]=[C:17]([NH:19][CH:20]2[CH2:22][CH2:21]2)[C:5]([C:6]([NH:8][CH:9]2[CH2:14][CH2:13][C:12]([OH:16])([CH3:15])[CH2:11][CH2:10]2)=[O:7])=[CH:4][N:3]=1.[S:23]1[C:27]2[CH:28]=[C:29]([NH2:32])[CH:30]=[CH:31][C:26]=2[N:25]=[CH:24]1.CC1(C)C2C(=C(P(C3C=CC=CC=3)C3C=CC=CC=3)C=CC=2)OC2C(P(C3C=CC=CC=3)C3C=CC=CC=3)=CC=CC1=2.C(=O)([O-])[O-].[Na+].[Na+]. Product: [S:23]1[C:27]2[CH:28]=[C:29]([NH:32][C:2]3[CH:18]=[C:17]([NH:19][CH:20]4[CH2:22][CH2:21]4)[C:5]([C:6]([NH:8][CH:9]4[CH2:14][CH2:13][C:12]([OH:16])([CH3:15])[CH2:11][CH2:10]4)=[O:7])=[CH:4][N:3]=3)[CH:30]=[CH:31][C:26]=2[N:25]=[CH:24]1. The catalyst class is: 62. (4) Reactant: [NH2:1][C:2]1[C:7]([OH:8])=[CH:6][C:5]([F:9])=[CH:4][N:3]=1.Cl[CH:11]([C:17]([CH3:19])=O)[C:12]([O:14][CH2:15][CH3:16])=[O:13]. Product: [F:9][C:5]1[CH:6]=[C:7]([OH:8])[C:2]2[N:3]([C:11]([C:12]([O:14][CH2:15][CH3:16])=[O:13])=[C:17]([CH3:19])[N:1]=2)[CH:4]=1. The catalyst class is: 8.